Dataset: Forward reaction prediction with 1.9M reactions from USPTO patents (1976-2016). Task: Predict the product of the given reaction. (1) Given the reactants COC[O:4][C:5]1[CH:14]=[CH:13][C:12]2[O:11][CH:10]([C:15]3[CH:20]=[CH:19][C:18]([O:21]COC)=[CH:17][CH:16]=3)[CH:9]3[CH2:25][C:26](=[O:28])[CH2:27][CH:8]3[C:7]=2[CH:6]=1, predict the reaction product. The product is: [OH:4][C:5]1[CH:14]=[CH:13][C:12]2[O:11][C@@H:10]([C:15]3[CH:16]=[CH:17][C:18]([OH:21])=[CH:19][CH:20]=3)[C@H:9]3[CH2:25][C:26](=[O:28])[CH2:27][C@H:8]3[C:7]=2[CH:6]=1. (2) Given the reactants C[O:2][C:3](=[O:25])[C@H:4]([CH2:14][C:15]1([CH2:18][C:19]2[CH:24]=[CH:23][CH:22]=[CH:21][CH:20]=2)[CH2:17][CH2:16]1)[CH2:5][C:6]([N:8]1[CH2:13][CH2:12][O:11][CH2:10][CH2:9]1)=[O:7].C1COCC1.O.[OH-].[Li+], predict the reaction product. The product is: [CH2:18]([C:15]1([CH2:14][C@H:4]([CH2:5][C:6]([N:8]2[CH2:13][CH2:12][O:11][CH2:10][CH2:9]2)=[O:7])[C:3]([OH:25])=[O:2])[CH2:16][CH2:17]1)[C:19]1[CH:20]=[CH:21][CH:22]=[CH:23][CH:24]=1. (3) Given the reactants [S:1]1[CH:5]=[CH:4][CH:3]=[N:2]1.[O:6]1[C:10]2([CH2:15][CH2:14][C:13](=[O:16])[CH2:12][CH2:11]2)[O:9][CH2:8][CH2:7]1, predict the reaction product. The product is: [S:1]1[C:5]([C:13]2([OH:16])[CH2:14][CH2:15][C:10]3([O:9][CH2:8][CH2:7][O:6]3)[CH2:11][CH2:12]2)=[CH:4][CH:3]=[N:2]1. (4) Given the reactants [Cl:1][C:2]1[N:7]=[C:6]([NH:8][CH2:9][C:10]([F:13])([F:12])[F:11])[C:5]([N+:14]([O-:16])=[O:15])=[CH:4][CH:3]=1.[Cl:17]N1C(=O)CCC1=O, predict the reaction product. The product is: [Cl:17][C:3]1[CH:4]=[C:5]([N+:14]([O-:16])=[O:15])[C:6]([NH:8][CH2:9][C:10]([F:13])([F:12])[F:11])=[N:7][C:2]=1[Cl:1]. (5) Given the reactants Br[C:2]1[C:7]2[N:8]=[C:9]([C:12]3[CH:13]=[N:14][N:15]([CH3:17])[CH:16]=3)[N:10]=[CH:11][C:6]=2[C:5](=[O:18])[N:4]([CH3:19])[CH:3]=1.[CH:20]1([CH2:23][O:24][C:25]2[CH:30]=[CH:29][C:28]([S:31]([CH3:34])(=[O:33])=[O:32])=[CH:27][C:26]=2B2OC(C)(C)C(C)(C)O2)[CH2:22][CH2:21]1.[O-]P([O-])([O-])=O.[K+].[K+].[K+], predict the reaction product. The product is: [CH:20]1([CH2:23][O:24][C:25]2[CH:30]=[CH:29][C:28]([S:31]([CH3:34])(=[O:33])=[O:32])=[CH:27][C:26]=2[C:2]2[C:7]3[N:8]=[C:9]([C:12]4[CH:13]=[N:14][N:15]([CH3:17])[CH:16]=4)[N:10]=[CH:11][C:6]=3[C:5](=[O:18])[N:4]([CH3:19])[CH:3]=2)[CH2:21][CH2:22]1. (6) Given the reactants CN(C(ON1N=NC2C=CC=NC1=2)=[N+](C)C)C.F[P-](F)(F)(F)(F)F.[Cl:25][C:26]1[CH:27]=[C:28]([C:53](O)=[O:54])[CH:29]=[N:30][C:31]=1[CH2:32][NH:33][C:34]([NH:36][CH:37]1[C:43]2[CH:44]=[N:45][CH:46]=[CH:47][C:42]=2[CH2:41][CH2:40][C:39]2[C:48]([F:52])=[CH:49][CH:50]=[CH:51][C:38]1=2)=[S:35].Cl.[NH2:57][C@@H:58]1[CH2:62][CH2:61][N:60]([CH3:63])[C:59]1=[O:64].CCN(C(C)C)C(C)C, predict the reaction product. The product is: [Cl:25][C:26]1[CH:27]=[C:28]([C:53]([NH:57][C@@H:58]2[CH2:62][CH2:61][N:60]([CH3:63])[C:59]2=[O:64])=[O:54])[CH:29]=[N:30][C:31]=1[CH2:32][NH:33][C:34]([NH:36][CH:37]1[C:43]2[CH:44]=[N:45][CH:46]=[CH:47][C:42]=2[CH2:41][CH2:40][C:39]2[C:48]([F:52])=[CH:49][CH:50]=[CH:51][C:38]1=2)=[S:35]. (7) Given the reactants [F:1][C:2]1[CH:9]=[CH:8][C:5]([CH2:6][NH2:7])=[CH:4][C:3]=1[CH3:10].C1(C)C=CC=CC=1.[CH2:18]1[CH2:24][S:21](=[O:23])(=[O:22])[O:20][CH2:19]1, predict the reaction product. The product is: [F:1][C:2]1[CH:9]=[CH:8][C:5]([CH2:6][NH:7][CH2:19][CH2:18][CH2:24][S:21]([OH:23])(=[O:22])=[O:20])=[CH:4][C:3]=1[CH3:10].